This data is from Full USPTO retrosynthesis dataset with 1.9M reactions from patents (1976-2016). The task is: Predict the reactants needed to synthesize the given product. Given the product [C:15]([O:14][C:12](=[O:13])[NH:1][C@@H:2]([CH:3]1[CH2:8][CH2:7][CH2:6][CH2:5][CH2:4]1)[C:9](=[O:10])[NH:23][CH3:22])([CH3:18])([CH3:17])[CH3:16], predict the reactants needed to synthesize it. The reactants are: [NH:1]([C:12]([O:14][C:15]([CH3:18])([CH3:17])[CH3:16])=[O:13])[C@H:2]([C:9](O)=[O:10])[CH:3]1[CH2:8][CH2:7][CH2:6][CH2:5][CH2:4]1.Cl.CN.[CH3:22][N:23](C(ON1N=NC2C=CC=NC1=2)=[N+](C)C)C.F[P-](F)(F)(F)(F)F.